The task is: Predict the product of the given reaction.. This data is from Forward reaction prediction with 1.9M reactions from USPTO patents (1976-2016). (1) Given the reactants [C:1]([O:5][C:6]([N:8]1[CH2:12][CH2:11][C@H:10]([NH:13][C:14]2[C:22]3[C:17](=[N:18][CH:19]=[CH:20][C:21]=3[O:23][C:24]3[CH:32]=[CH:31][C:27]([C:28]([OH:30])=O)=[CH:26][CH:25]=3)[N:16]([CH2:33][C:34]3[CH:39]=[CH:38][C:37]([O:40][CH3:41])=[CH:36][CH:35]=3)[N:15]=2)[CH2:9]1)=[O:7])([CH3:4])([CH3:3])[CH3:2].[NH2:42][C:43]1[CH:44]=[C:45]([CH:48]=[CH:49][N:50]=1)[C:46]#[N:47], predict the reaction product. The product is: [C:46]([C:45]1[CH:48]=[CH:49][N:50]=[C:43]([NH:42][C:28]([C:27]2[CH:26]=[CH:25][C:24]([O:23][C:21]3[CH:20]=[CH:19][N:18]=[C:17]4[N:16]([CH2:33][C:34]5[CH:35]=[CH:36][C:37]([O:40][CH3:41])=[CH:38][CH:39]=5)[N:15]=[C:14]([NH:13][C@@H:10]5[CH2:11][CH2:12][N:8]([C:6]([O:5][C:1]([CH3:3])([CH3:4])[CH3:2])=[O:7])[CH2:9]5)[C:22]=34)=[CH:32][CH:31]=2)=[O:30])[CH:44]=1)#[N:47]. (2) Given the reactants [Li+].[OH-].[CH3:3][O:4][C:5]1[CH:6]=[C:7]([CH:22]=[CH:23][CH:24]=1)[N:8]([CH3:21])[C:9]([C:11]1[CH:20]=[CH:19][CH:18]=[CH:17][C:12]=1[C:13]([O:15]C)=[O:14])=[O:10].Cl, predict the reaction product. The product is: [CH3:3][O:4][C:5]1[CH:6]=[C:7]([CH:22]=[CH:23][CH:24]=1)[N:8]([CH3:21])[C:9]([C:11]1[CH:20]=[CH:19][CH:18]=[CH:17][C:12]=1[C:13]([OH:15])=[O:14])=[O:10]. (3) Given the reactants C([O:5][C:6](=[O:40])[C:7]1[CH:12]=[CH:11][CH:10]=[C:9]([NH:13][C:14]2[N:19]=[C:18]([O:20][C:21]3[CH:26]=[CH:25][C:24]([CH:27]=[O:28])=[CH:23][C:22]=3[O:29][CH3:30])[N:17]=[C:16]([O:31][C:32]3[CH:37]=[CH:36][C:35]([O:38][CH3:39])=[CH:34][CH:33]=3)[N:15]=2)[CH:8]=1)(C)(C)C.CCOCC.CCCCCC, predict the reaction product. The product is: [CH:27]([C:24]1[CH:25]=[CH:26][C:21]([O:20][C:18]2[N:17]=[C:16]([O:31][C:32]3[CH:33]=[CH:34][C:35]([O:38][CH3:39])=[CH:36][CH:37]=3)[N:15]=[C:14]([NH:13][C:9]3[CH:8]=[C:7]([CH:12]=[CH:11][CH:10]=3)[C:6]([OH:40])=[O:5])[N:19]=2)=[C:22]([O:29][CH3:30])[CH:23]=1)=[O:28].